Dataset: Catalyst prediction with 721,799 reactions and 888 catalyst types from USPTO. Task: Predict which catalyst facilitates the given reaction. Reactant: C(=O)(O)[O-].[Na+].[S-2].[Na+].[Na+].[N+:9]([C:12]1[CH:13]=[C:14]([O:21][CH3:22])[CH:15]=[C:16]([N+:18]([O-])=O)[CH:17]=1)([O-:11])=[O:10]. Product: [CH3:22][O:21][C:14]1[CH:15]=[C:16]([NH2:18])[CH:17]=[C:12]([N+:9]([O-:11])=[O:10])[CH:13]=1. The catalyst class is: 72.